This data is from Catalyst prediction with 721,799 reactions and 888 catalyst types from USPTO. The task is: Predict which catalyst facilitates the given reaction. (1) Reactant: [S:1]([NH2:11])(=[O:10])([C:3]1[CH:8]=[CH:7][C:6]([NH2:9])=[CH:5][CH:4]=1)=[O:2].[F:12][C:13]([F:24])([F:23])[C:14](O[C:14](=[O:15])[C:13]([F:24])([F:23])[F:12])=[O:15]. Product: [F:12][C:13]([F:24])([F:23])[C:14]([NH:9][C:6]1[CH:5]=[CH:4][C:3]([S:1](=[O:10])(=[O:2])[NH2:11])=[CH:8][CH:7]=1)=[O:15]. The catalyst class is: 472. (2) Reactant: [C:1]1([P:7]([C:14]2[CH:19]=[CH:18][CH:17]=[CH:16][CH:15]=2)[C:8]2[CH:13]=[CH:12][CH:11]=[CH:10][CH:9]=2)[CH:6]=[CH:5][CH:4]=[CH:3][CH:2]=1.[CH:20]([C:22]1[CH:29]=[CH:28][C:25]([CH2:26][Cl:27])=[CH:24][CH:23]=1)=[CH2:21]. Product: [Cl-:27].[C:14]1([P+:7]([C:1]2[CH:2]=[CH:3][CH:4]=[CH:5][CH:6]=2)([C:8]2[CH:13]=[CH:12][CH:11]=[CH:10][CH:9]=2)[CH2:26][C:25]2[CH:28]=[CH:29][C:22]([CH:20]=[CH2:21])=[CH:23][CH:24]=2)[CH:15]=[CH:16][CH:17]=[CH:18][CH:19]=1. The catalyst class is: 23. (3) Reactant: [F:1][C:2]1[C:3]([CH3:9])=[C:4]([CH:6]=[CH:7][CH:8]=1)[NH2:5].[C:10](OC(=O)C)(=[O:12])[CH3:11]. Product: [F:1][C:2]1[C:3]([CH3:9])=[C:4]([NH:5][C:10](=[O:12])[CH3:11])[CH:6]=[CH:7][CH:8]=1. The catalyst class is: 2.